The task is: Regression/Classification. Given a drug SMILES string, predict its toxicity properties. Task type varies by dataset: regression for continuous values (e.g., LD50, hERG inhibition percentage) or binary classification for toxic/non-toxic outcomes (e.g., AMES mutagenicity, cardiotoxicity, hepatotoxicity). Dataset: herg_karim.. This data is from hERG potassium channel inhibition data for cardiac toxicity prediction from Karim et al.. (1) The compound is CC(C)(C)COc1ccc2c(c1)[C@]1(COC(N)=N1)c1cc(-c3cccnc3)ccc1O2. The result is 1 (blocker). (2) The result is 1 (blocker). The molecule is Nc1ccc(C(=O)N2C[C@@H]3C[C@H](CN(Cc4ccccc4)C3)C2)cc1.